From a dataset of Forward reaction prediction with 1.9M reactions from USPTO patents (1976-2016). Predict the product of the given reaction. (1) Given the reactants [N+]([C:4]1[C:9]2[CH2:10][CH2:11][CH2:12][CH2:13][CH2:14][C:8]=2[CH:7]=[CH:6][C:5]=1[NH:15]C(=O)C)([O-])=O.[N+:19](C1C2CCCCCC=2C=C(NC(=O)C)C=1)([O-:21])=[O:20].C(NC1C=CC=CC=1)(=O)C, predict the reaction product. The product is: [N+:19]([C:6]1[C:5]([NH2:15])=[CH:4][C:9]2[CH2:10][CH2:11][CH2:12][CH2:13][CH2:14][C:8]=2[CH:7]=1)([O-:21])=[O:20]. (2) Given the reactants [H-].[Na+].[I:3][C:4]1[N:5]=[C:6]([CH2:9][CH2:10][C:11]2[CH:16]=[CH:15][C:14]([C:17]3[CH:22]=[CH:21][CH:20]=[CH:19][N:18]=3)=[CH:13][CH:12]=2)[NH:7][CH:8]=1.[CH3:23][N:24]([CH3:29])[S:25](Cl)(=[O:27])=[O:26].O, predict the reaction product. The product is: [I:3][C:4]1[N:5]=[C:6]([CH2:9][CH2:10][C:11]2[CH:12]=[CH:13][C:14]([C:17]3[CH:22]=[CH:21][CH:20]=[CH:19][N:18]=3)=[CH:15][CH:16]=2)[N:7]([S:25]([N:24]([CH3:29])[CH3:23])(=[O:27])=[O:26])[CH:8]=1. (3) Given the reactants [CH3:1][C:2](C)([O-:4])[CH3:3].[K+].O1[CH2:12][CH2:11]OCC1.[NH2:13][C:14]1[S:15][C:16]([CH3:21])=[CH:17][C:18]=1[C:19]#[N:20].O1C=CC=C1C#[N:28], predict the reaction product. The product is: [O:4]1[CH:12]=[CH:11][CH:1]=[C:2]1[C:3]1[N:20]=[C:19]([NH2:28])[C:18]2[CH:17]=[C:16]([CH3:21])[S:15][C:14]=2[N:13]=1. (4) The product is: [C:39]([O:38][C:36]([N:13]1[CH2:14][C:15]2[C:20](=[CH:19][CH:18]=[CH:17][CH:16]=2)[CH:12]1[C:6]1[CH:7]=[C:8]([Cl:11])[CH:9]=[CH:10][C:5]=1[O:4][CH2:1][CH:2]=[CH2:3])=[O:37])([CH3:42])([CH3:41])[CH3:40]. Given the reactants [CH2:1]([O:4][C:5]1[CH:10]=[CH:9][C:8]([Cl:11])=[CH:7][C:6]=1[CH:12]1[C:20]2[C:15](=[CH:16][CH:17]=[CH:18][CH:19]=2)[CH2:14][N:13]1S(C(C)(C)C)=O)[CH:2]=[CH2:3].CCN(C(C)C)C(C)C.[C:36](O[C:36]([O:38][C:39]([CH3:42])([CH3:41])[CH3:40])=[O:37])([O:38][C:39]([CH3:42])([CH3:41])[CH3:40])=[O:37].C(O)(=O)CC(CC(O)=O)(C(O)=O)O, predict the reaction product. (5) Given the reactants [F:1][C:2]1[CH:7]=[CH:6][C:5]([C:8](=O)[CH2:9][C:10](=O)[CH3:11])=[CH:4][CH:3]=1.Cl.[CH2:15]([O:22][CH2:23][CH:24]([OH:28])[CH2:25][NH:26][NH2:27])[C:16]1[CH:21]=[CH:20][CH:19]=[CH:18][CH:17]=1, predict the reaction product. The product is: [CH2:15]([O:22][CH2:23][CH:24]([OH:28])[CH2:25][N:26]1[C:8]([C:5]2[CH:6]=[CH:7][C:2]([F:1])=[CH:3][CH:4]=2)=[CH:9][C:10]([CH3:11])=[N:27]1)[C:16]1[CH:21]=[CH:20][CH:19]=[CH:18][CH:17]=1. (6) The product is: [F:24][C:25]1[CH:26]=[CH:27][C:28]([C:31]([C:33]2[N:1]([CH:4]3[CH2:23][N:8]4[C:9]5[C:14]([C:15]([CH2:16][C:17]([OH:19])=[O:18])=[C:7]4[CH2:6][CH2:5]3)=[CH:13][CH:12]=[CH:11][CH:10]=5)[N:2]=[N:3][CH:34]=2)([OH:35])[CH3:32])=[CH:29][CH:30]=1. Given the reactants [N:1]([CH:4]1[CH2:23][N:8]2[C:9]3[C:14]([C:15]([CH2:16][C:17]([O:19]CCC)=[O:18])=[C:7]2[CH2:6][CH2:5]1)=[CH:13][CH:12]=[CH:11][CH:10]=3)=[N+:2]=[N-:3].[F:24][C:25]1[CH:30]=[CH:29][C:28]([C:31]([OH:35])([C:33]#[CH:34])[CH3:32])=[CH:27][CH:26]=1.[OH-].[Na+], predict the reaction product. (7) Given the reactants [CH2:1]([NH:8][C:9]1[N:14]([CH3:15])[C:13](=[O:16])[C:12]([C:17]2[CH:22]=[CH:21][C:20]([O:23]CC3C=CC=CC=3)=[C:19]([F:31])[CH:18]=2)=[CH:11][N:10]=1)[C:2]1[CH:7]=[CH:6][CH:5]=[CH:4][CH:3]=1, predict the reaction product. The product is: [CH2:1]([NH:8][C:9]1[N:14]([CH3:15])[C:13](=[O:16])[C:12]([C:17]2[CH:22]=[CH:21][C:20]([OH:23])=[C:19]([F:31])[CH:18]=2)=[CH:11][N:10]=1)[C:2]1[CH:3]=[CH:4][CH:5]=[CH:6][CH:7]=1. (8) Given the reactants [C:1]([C:5]1[CH:10]=[CH:9][C:8]([N:11]2[CH:15]=[CH:14][C:13]([C:16]3[CH:23]=[CH:22][C:19]([C:20]#[N:21])=[CH:18][CH:17]=3)=[N:12]2)=[CH:7][CH:6]=1)(=[O:4])[CH2:2][CH3:3].N1C=CC(C2C=CC(C#N)=CC=2)=N1.BrC1C=CC(C(=O)CC)=CC=1.C([O-])([O-])=O.[Cs+].[Cs+], predict the reaction product. The product is: [OH:4][CH:1]([C:5]1[CH:6]=[CH:7][C:8]([N:11]2[CH:15]=[CH:14][C:13]([C:16]3[CH:17]=[CH:18][C:19]([C:20]#[N:21])=[CH:22][CH:23]=3)=[N:12]2)=[CH:9][CH:10]=1)[CH2:2][CH3:3]. (9) Given the reactants ClC1N=C(N2CCOCC2)C2SC([C:11]3[CH:12]=[C:13]([C:17]([OH:19])=O)[CH:14]=[N:15][CH:16]=3)=CC=2N=1.C[N:27](C)CCN, predict the reaction product. The product is: [N:15]1[CH:16]=[CH:11][CH:12]=[C:13]([C:17]([NH2:27])=[O:19])[CH:14]=1. (10) Given the reactants [OH-].[Na+].[CH:3]1([C:6]2[N:10]3[CH:11]=[C:12]([F:15])[CH:13]=[CH:14][C:9]3=[N:8][C:7]=2[NH:16]C(=O)C(F)(F)F)[CH2:5][CH2:4]1.CO.O1CCCC1, predict the reaction product. The product is: [CH:3]1([C:6]2[N:10]3[CH:11]=[C:12]([F:15])[CH:13]=[CH:14][C:9]3=[N:8][C:7]=2[NH2:16])[CH2:5][CH2:4]1.